Dataset: Full USPTO retrosynthesis dataset with 1.9M reactions from patents (1976-2016). Task: Predict the reactants needed to synthesize the given product. Given the product [OH:5][CH2:4][CH2:3][CH2:2][NH:1][CH2:13][C@@H:12]([NH:14][S:15]([C:18]1[CH:23]=[CH:22][CH:21]=[CH:20][C:19]=1[N+:24]([O-:26])=[O:25])(=[O:17])=[O:16])[CH3:11], predict the reactants needed to synthesize it. The reactants are: [NH2:1][CH2:2][CH2:3][CH2:4][OH:5].CS(O[CH2:11][C@@H:12]([NH:14][S:15]([C:18]1[CH:23]=[CH:22][CH:21]=[CH:20][C:19]=1[N+:24]([O-:26])=[O:25])(=[O:17])=[O:16])[CH3:13])(=O)=O.